Dataset: Catalyst prediction with 721,799 reactions and 888 catalyst types from USPTO. Task: Predict which catalyst facilitates the given reaction. (1) Reactant: [OH:1][C@@H:2]1[CH2:5][C@H:4]([C:6]#[N:7])[CH2:3]1.N1C=CN=C1.[CH3:13][C:14]([Si:17](Cl)([CH3:19])[CH3:18])([CH3:16])[CH3:15]. The catalyst class is: 3. Product: [Si:17]([O:1][C@@H:2]1[CH2:5][C@H:4]([C:6]#[N:7])[CH2:3]1)([C:14]([CH3:16])([CH3:15])[CH3:13])([CH3:19])[CH3:18]. (2) Reactant: C(OC(=O)[NH:7][C:8]1[CH:13]=[CH:12][CH:11]=[C:10]([O:14][C:15]2C(C(=O)NC3C=CC=CC=3)=CN=C(S(C)(=O)=O)N=2)[CH:9]=1)(C)(C)C.C(O)(C(F)(F)F)=O. Product: [CH3:15][O:14][C:10]1[CH:9]=[C:8]([CH:13]=[CH:12][CH:11]=1)[NH2:7]. The catalyst class is: 2. (3) Reactant: Br[C:2]1[CH:3]=[CH:4][C:5](=[O:13])[N:6]([CH:8]([CH:10]2[CH2:12][CH2:11]2)[CH3:9])[CH:7]=1.[CH3:14][C:15]1([CH3:31])[C:19]([CH3:21])([CH3:20])[O:18][B:17]([B:17]2[O:18][C:19]([CH3:21])([CH3:20])[C:15]([CH3:31])([CH3:14])[O:16]2)[O:16]1.C([O-])(=O)C.[K+]. Product: [CH:10]1([CH:8]([N:6]2[CH:7]=[C:2]([B:17]3[O:18][C:19]([CH3:21])([CH3:20])[C:15]([CH3:31])([CH3:14])[O:16]3)[CH:3]=[CH:4][C:5]2=[O:13])[CH3:9])[CH2:12][CH2:11]1. The catalyst class is: 75. (4) Reactant: [NH2:1][C:2]1[N:3]=[CH:4][C:5]([F:16])=[C:6]2[C:10]([C:11](=[O:15])[C:12]([OH:14])=O)=[CH:9][NH:8][C:7]=12.[C:17]1([N:23]2[C:27]([N:28]3[CH2:33][CH2:32][NH:31][CH2:30][CH2:29]3)=[N:26][N:25]=[N:24]2)[CH:22]=[CH:21][CH:20]=[CH:19][CH:18]=1.C(N(CC)CC)C.CN(C(ON1N=NC2C=CC=CC1=2)=[N+](C)C)C.[B-](F)(F)(F)F. Product: [NH2:1][C:2]1[N:3]=[CH:4][C:5]([F:16])=[C:6]2[C:10]([C:11](=[O:15])[C:12]([N:31]3[CH2:32][CH2:33][N:28]([C:27]4[N:23]([C:17]5[CH:22]=[CH:21][CH:20]=[CH:19][CH:18]=5)[N:24]=[N:25][N:26]=4)[CH2:29][CH2:30]3)=[O:14])=[CH:9][NH:8][C:7]=12. The catalyst class is: 239. (5) Reactant: C([O:8][C:9]1[CH:10]=[N:11][CH:12]=[C:13]([C@H:15]2[CH2:17][C@@H:16]2[CH2:18][O:19][CH2:20][C:21]2[CH:26]=[CH:25][CH:24]=[CH:23][CH:22]=2)[CH:14]=1)C1C=CC=CC=1. Product: [CH2:20]([O:19][CH2:18][C@H:16]1[CH2:17][C@@H:15]1[C:13]1[CH:14]=[C:9]([OH:8])[CH:10]=[N:11][CH:12]=1)[C:21]1[CH:22]=[CH:23][CH:24]=[CH:25][CH:26]=1. The catalyst class is: 582. (6) Reactant: [NH2:1][C:2]1[N:7]=[C:6]([CH3:8])[CH:5]=[C:4]([CH3:9])[N:3]=1.[Br:10]N1C(=O)CCC1=O. The catalyst class is: 10. Product: [NH2:1][C:2]1[N:7]=[C:6]([CH3:8])[C:5]([Br:10])=[C:4]([CH3:9])[N:3]=1. (7) Reactant: C(N(CC)CC)C.[S:8](Cl)([CH3:11])(=[O:10])=[O:9].[OH:13][CH:14]1[CH2:17][C:16]2([CH2:21][CH2:20][N:19]([C:22]([O:24][C:25]([CH3:28])([CH3:27])[CH3:26])=[O:23])[CH2:18]2)[CH2:15]1. Product: [CH3:11][S:8]([O:13][CH:14]1[CH2:15][C:16]2([CH2:21][CH2:20][N:19]([C:22]([O:24][C:25]([CH3:28])([CH3:27])[CH3:26])=[O:23])[CH2:18]2)[CH2:17]1)(=[O:10])=[O:9]. The catalyst class is: 4.